Task: Predict the reaction yield, written as a fraction of the theoretical maximum amount of product (1.0 means a 100% yield; for example, 0.34 means a 34% yield).. Dataset: Reaction yield outcomes from USPTO patents with 853,638 reactions The reactants are [S:1]1[C:5]2[CH:6]=[C:7]([N:10]3[CH2:14][CH:13]([CH3:15])[NH:12][C:11]3=[O:16])[CH:8]=[CH:9][C:4]=2[N:3]=[CH:2]1.I[C:18]1[CH:19]=[N:20][CH:21]=[CH:22][C:23]=1[CH3:24].CNC1CCCCC1NC.P([O-])([O-])([O-])=O.[K+].[K+].[K+]. The catalyst is C(Cl)(Cl)Cl.[Cu](I)I.CO.O1CCOCC1. The product is [S:1]1[C:5]2[CH:6]=[C:7]([N:10]3[CH2:14][CH:13]([CH3:15])[N:12]([C:18]4[CH:19]=[N:20][CH:21]=[CH:22][C:23]=4[CH3:24])[C:11]3=[O:16])[CH:8]=[CH:9][C:4]=2[N:3]=[CH:2]1. The yield is 0.167.